Dataset: Full USPTO retrosynthesis dataset with 1.9M reactions from patents (1976-2016). Task: Predict the reactants needed to synthesize the given product. (1) Given the product [Br:19][C:17]1[CH:16]=[CH:15][C:14]([F:20])=[C:13]([C@:6]2([CH3:12])[C:7]([F:11])([F:10])[CH2:8][O:9][CH2:2][C:3](=[O:4])[NH:5]2)[CH:18]=1, predict the reactants needed to synthesize it. The reactants are: Br[CH2:2][C:3]([NH:5][C@@:6]([C:13]1[CH:18]=[C:17]([Br:19])[CH:16]=[CH:15][C:14]=1[F:20])([CH3:12])[C:7]([F:11])([F:10])[CH2:8][OH:9])=[O:4].CCCCCCC. (2) Given the product [Cl:1][CH2:2][CH2:3][CH2:4][CH:5]1[S:10][C:9]2[CH:11]=[CH:12][CH:13]=[CH:14][C:8]=2[N:7]([C:21]2[CH:22]=[CH:23][C:18]([F:17])=[CH:19][CH:20]=2)[S:6]1(=[O:15])=[O:16], predict the reactants needed to synthesize it. The reactants are: [Cl:1][CH2:2][CH2:3][CH2:4][CH:5]1[S:10][C:9]2[CH:11]=[CH:12][CH:13]=[CH:14][C:8]=2[NH:7][S:6]1(=[O:16])=[O:15].[F:17][C:18]1[CH:23]=[CH:22][C:21](B(O)O)=[CH:20][CH:19]=1. (3) Given the product [OH:63][CH2:62][CH2:64][NH:65][C:26]([C:10]1[C:11](=[O:25])[C:12]([C:15]2[CH:20]=[CH:19][CH:18]=[C:17]([C:21]([F:24])([F:23])[F:22])[CH:16]=2)=[C:13]([CH3:14])[N:8]([CH2:7][C:6]2[CH:5]=[CH:4][C:3]([C:1]#[N:2])=[CH:30][CH:29]=2)[CH:9]=1)=[O:28], predict the reactants needed to synthesize it. The reactants are: [C:1]([C:3]1[CH:30]=[CH:29][C:6]([CH2:7][N:8]2[C:13]([CH3:14])=[C:12]([C:15]3[CH:20]=[CH:19][CH:18]=[C:17]([C:21]([F:24])([F:23])[F:22])[CH:16]=3)[C:11](=[O:25])[C:10]([C:26]([OH:28])=O)=[CH:9]2)=[CH:5][CH:4]=1)#[N:2].CN(C(ON1N=NC2C=CC=CC1=2)=[N+](C)C)C.[B-](F)(F)(F)F.CCN(C(C)C)C(C)C.[CH2:62]([CH2:64][NH2:65])[OH:63].